This data is from Catalyst prediction with 721,799 reactions and 888 catalyst types from USPTO. The task is: Predict which catalyst facilitates the given reaction. (1) Product: [NH4+:7].[OH-:16].[CH3:24][N:25]([CH3:31])[CH:26]1[CH2:30][CH2:29][N:28]([C:2]2[N:7]3[CH:8]=[C:9]([CH2:11][N:12]([CH3:23])[C@@H:13]4[C:18]5=[N:19][CH:20]=[CH:21][CH:22]=[C:17]5[O:16][CH2:15][CH2:14]4)[N:10]=[C:6]3[CH:5]=[CH:4][CH:3]=2)[CH2:27]1. The catalyst class is: 435. Reactant: F[C:2]1[N:7]2[CH:8]=[C:9]([CH2:11][N:12]([CH3:23])[C@@H:13]3[C:18]4=[N:19][CH:20]=[CH:21][CH:22]=[C:17]4[O:16][CH2:15][CH2:14]3)[N:10]=[C:6]2[CH:5]=[CH:4][CH:3]=1.[CH3:24][N:25]([CH3:31])[CH:26]1[CH2:30][CH2:29][NH:28][CH2:27]1. (2) Reactant: [NH:1]1[C:5]2=[N:6][C:7]([CH2:10][CH2:11][C:12]3[CH:13]=[C:14]([CH:17]=[C:18]([CH2:20][CH2:21][C:22]4[CH:27]=[C:26]([CH3:28])[CH:25]=[C:24]([NH2:29])[N:23]=4)[CH:19]=3)[C:15]#[N:16])=[CH:8][CH:9]=[C:4]2[CH:3]=[CH:2]1. Product: [NH:1]1[C:5]2=[N:6][C:7]([CH2:10][CH2:11][C:12]3[CH:19]=[C:18]([CH:17]=[C:14]([CH2:15][NH2:16])[CH:13]=3)[CH2:20][CH2:21][C:22]3[N:23]=[C:24]([NH2:29])[CH:25]=[C:26]([CH3:28])[CH:27]=3)=[CH:8][CH:9]=[C:4]2[CH:3]=[CH:2]1. The catalyst class is: 94. (3) Reactant: [Br:1][C:2]1[CH:3]=[N:4][NH:5][CH:6]=1.Cl[CH:8]1[CH2:11][CH:10]([C:12]([O:14][CH3:15])=[O:13])[CH2:9]1.C(=O)([O-])[O-].[K+].[K+]. Product: [Br:1][C:2]1[CH:3]=[N:4][N:5]([CH:8]2[CH2:11][CH:10]([C:12]([O:14][CH3:15])=[O:13])[CH2:9]2)[CH:6]=1. The catalyst class is: 369. (4) Reactant: C1([C@H]([N:9]2[CH2:14][CH2:13][O:12][C@@H:11]([C:15]3[CH:22]=[CH:21][C:18]([C:19]#[N:20])=[CH:17][CH:16]=3)[CH2:10]2)C)C=CC=CC=1.C(N(CC)CC)C.[C:38](O[C:38]([O:40][C:41]([CH3:44])([CH3:43])[CH3:42])=[O:39])([O:40][C:41]([CH3:44])([CH3:43])[CH3:42])=[O:39]. Product: [C:19]([C:18]1[CH:17]=[CH:16][C:15]([C@@H:11]2[O:12][CH2:13][CH2:14][N:9]([C:38]([O:40][C:41]([CH3:42])([CH3:43])[CH3:44])=[O:39])[CH2:10]2)=[CH:22][CH:21]=1)#[N:20]. The catalyst class is: 7. (5) Reactant: [Cl:1][C:2]1[C:7]([C:8]([CH3:10])=[CH2:9])=[CH:6][C:5]([NH2:11])=[C:4]([O:12][CH3:13])[CH:3]=1. Product: [Cl:1][C:2]1[C:7]([CH:8]([CH3:10])[CH3:9])=[CH:6][C:5]([NH2:11])=[C:4]([O:12][CH3:13])[CH:3]=1. The catalyst class is: 94.